From a dataset of Forward reaction prediction with 1.9M reactions from USPTO patents (1976-2016). Predict the product of the given reaction. (1) Given the reactants C([O:8][C:9]1[C:14]([N+:15]([O-])=O)=[CH:13][N:12]=[C:11]([O:18][CH2:19][C@@H:20]([NH:22][C:23](=[O:29])[O:24][C:25]([CH3:28])([CH3:27])[CH3:26])[CH3:21])[N:10]=1)C1C=CC=CC=1.[Cl:30][C:31]1[C:32]([C:44](O)=[O:45])=[N:33][CH:34]=[C:35]([O:37][CH2:38][C@H:39]2[CH2:41][C:40]2([F:43])[F:42])[CH:36]=1, predict the reaction product. The product is: [Cl:30][C:31]1[C:32]([C:44]([NH:15][C:14]2[C:9]([OH:8])=[N:10][C:11]([O:18][CH2:19][C@@H:20]([NH:22][C:23](=[O:29])[O:24][C:25]([CH3:26])([CH3:27])[CH3:28])[CH3:21])=[N:12][CH:13]=2)=[O:45])=[N:33][CH:34]=[C:35]([O:37][CH2:38][C@H:39]2[CH2:41][C:40]2([F:43])[F:42])[CH:36]=1. (2) Given the reactants [CH3:1][O:2][C:3]1[CH:4]=[C:5]2[C:9](=[CH:10][CH:11]=1)[N:8](C(OC(C)(C)C)=O)[CH:7]=[C:6]2/[C:19](/[C:27]#[CH:28])=[CH:20]/[C:21]1[CH:22]=[N:23][CH:24]=[CH:25][CH:26]=1.C([O-])([O-])=O.[K+].[K+].C[O-].[Na+].C(OCC)C, predict the reaction product. The product is: [CH3:1][O:2][C:3]1[CH:4]=[C:5]2[C:9](=[CH:10][CH:11]=1)[NH:8][CH:7]=[C:6]2/[C:19](/[C:27]#[CH:28])=[CH:20]/[C:21]1[CH:22]=[N:23][CH:24]=[CH:25][CH:26]=1.